This data is from Full USPTO retrosynthesis dataset with 1.9M reactions from patents (1976-2016). The task is: Predict the reactants needed to synthesize the given product. (1) Given the product [NH:15]1[CH2:16][CH:13]([CH2:12][NH:11][C:9](=[O:10])[O:8][CH2:7][C:1]2[CH:6]=[CH:5][CH:4]=[CH:3][CH:2]=2)[CH2:14]1, predict the reactants needed to synthesize it. The reactants are: [C:1]1([CH2:7][O:8][C:9]([NH:11][CH2:12][CH:13]2[CH2:16][N:15](C(OC(C)(C)C)=O)[CH2:14]2)=[O:10])[CH:6]=[CH:5][CH:4]=[CH:3][CH:2]=1.C(O)(C(F)(F)F)=O. (2) Given the product [N+:27]([CH:30]=[CH:18][C:17]1[CH:20]=[CH:21][C:14]([O:13][CH2:1][CH2:2][CH2:3][CH2:4][CH2:5][CH2:6][CH2:7][CH2:8][CH2:9][CH2:10][CH2:11][CH3:12])=[CH:15][CH:16]=1)([O-:29])=[O:28], predict the reactants needed to synthesize it. The reactants are: [CH2:1]([O:13][C:14]1[CH:21]=[CH:20][C:17]([CH:18]=O)=[CH:16][CH:15]=1)[CH2:2][CH2:3][CH2:4][CH2:5][CH2:6][CH2:7][CH2:8][CH2:9][CH2:10][CH2:11][CH3:12].C([O-])(=O)C.[NH4+].[N+:27]([CH3:30])([O-:29])=[O:28]. (3) Given the product [CH2:1]([N:3]([CH2:19][CH3:20])[CH2:4][CH2:5][N:6]1[CH2:11][CH2:10][C:9]2[NH:12][C:13]([CH:16]=[C:29]3[C:28]4[C:32](=[CH:33][CH:34]=[CH:35][C:27]=4[CH3:24])[NH:31][C:30]3=[O:36])=[C:14]([CH3:15])[C:8]=2[C:7]1=[O:18])[CH3:2], predict the reactants needed to synthesize it. The reactants are: [CH2:1]([N:3]([CH2:19][CH3:20])[CH2:4][CH2:5][N:6]1[CH2:11][CH2:10][C:9]2[NH:12][C:13]([CH:16]=O)=[C:14]([CH3:15])[C:8]=2[C:7]1=[O:18])[CH3:2].N1C=C[C:24]([C:27]2[CH:35]=[CH:34][CH:33]=[C:32]3[C:28]=2[CH2:29][C:30](=[O:36])[NH:31]3)=CC=1. (4) Given the product [BrH:31].[CH2:33]([O:13][C:11](=[O:12])[C@H:10]([CH3:14])[CH2:9][C@H:8]([NH2:15])[CH2:7][C:4]1[CH:5]=[CH:6][C:1]([C:23]2[CH:24]=[CH:25][CH:26]=[CH:27][CH:28]=2)=[CH:2][CH:3]=1)[CH3:34].[C:1]1([C:23]2[CH:24]=[CH:25][CH:26]=[CH:27][CH:28]=2)[CH:2]=[CH:3][C:4]([CH2:7][C@@H:8]([NH:15][C:16]([O:18][C:19]([CH3:22])([CH3:20])[CH3:21])=[O:17])[CH2:9][C@@H:10]([CH3:14])[C:11]([OH:13])=[O:12])=[CH:5][CH:6]=1, predict the reactants needed to synthesize it. The reactants are: [C:1]1([C:23]2[CH:28]=[CH:27][CH:26]=[CH:25][CH:24]=2)[CH:6]=[CH:5][C:4]([CH2:7][C@@H:8]([NH:15][C:16]([O:18][C:19]([CH3:22])([CH3:21])[CH3:20])=[O:17])[CH2:9][C@@H:10]([CH3:14])[C:11]([OH:13])=[O:12])=[CH:3][CH:2]=1.S(Br)([Br:31])=O.[CH2:33](O)[CH3:34]. (5) Given the product [F:15][C:16]1[CH:22]=[CH:21][C:19]([NH:20][CH:2]2[CH2:7][CH2:6][N:5]([C:8]([O:10][C:11]([CH3:14])([CH3:13])[CH3:12])=[O:9])[CH2:4][CH2:3]2)=[CH:18][C:17]=1[O:23][CH3:24], predict the reactants needed to synthesize it. The reactants are: O=[C:2]1[CH2:7][CH2:6][N:5]([C:8]([O:10][C:11]([CH3:14])([CH3:13])[CH3:12])=[O:9])[CH2:4][CH2:3]1.[F:15][C:16]1[CH:22]=[CH:21][C:19]([NH2:20])=[CH:18][C:17]=1[O:23][CH3:24].FC1C=CC(NC2CCN(C(OC(C)(C)C)=O)CC2)=CC=1.